Task: Predict the product of the given reaction.. Dataset: Forward reaction prediction with 1.9M reactions from USPTO patents (1976-2016) (1) Given the reactants Br[C:2]1[CH:7]=[CH:6][C:5]([CH:8]2[CH2:13][CH2:12][O:11][CH2:10][CH2:9]2)=[CH:4][CH:3]=1.[CH3:14][C:15]1([CH3:31])[C:19]([CH3:21])([CH3:20])[O:18][B:17]([B:17]2[O:18][C:19]([CH3:21])([CH3:20])[C:15]([CH3:31])([CH3:14])[O:16]2)[O:16]1.C([O-])(=O)C.[K+].O, predict the reaction product. The product is: [CH3:14][C:15]1([CH3:31])[C:19]([CH3:21])([CH3:20])[O:18][B:17]([C:2]2[CH:7]=[CH:6][C:5]([CH:8]3[CH2:13][CH2:12][O:11][CH2:10][CH2:9]3)=[CH:4][CH:3]=2)[O:16]1. (2) The product is: [F:44][C:45]1[C:46]([CH3:55])=[C:47]([CH2:51][C:52]([N:1]2[C:9]3[C:4](=[CH:5][C:6]([C:10]4[C:14]5[C:15]([NH2:19])=[N:16][CH:17]=[CH:18][C:13]=5[S:12][CH:11]=4)=[CH:7][CH:8]=3)[CH2:3][CH2:2]2)=[O:53])[CH:48]=[CH:49][CH:50]=1. Given the reactants [NH:1]1[C:9]2[C:4](=[CH:5][C:6]([C:10]3[C:14]4[C:15]([NH2:19])=[N:16][CH:17]=[CH:18][C:13]=4[S:12][CH:11]=3)=[CH:7][CH:8]=2)[CH2:3][CH2:2]1.CN(C(ON1N=NC2C=CC=NC1=2)=[N+](C)C)C.F[P-](F)(F)(F)(F)F.[F:44][C:45]1[C:46]([CH3:55])=[C:47]([CH2:51][C:52](O)=[O:53])[CH:48]=[CH:49][CH:50]=1.CCN(C(C)C)C(C)C, predict the reaction product. (3) Given the reactants N[C:2]1[CH:10]=[CH:9][CH:8]=[C:7]2[C:3]=1[CH2:4][N:5]([CH:12]1[CH2:17][CH2:16][C:15](=[O:18])[NH:14][C:13]1=[O:19])[C:6]2=[O:11].N([O-])=[O:21].[Na+].Cl.CO[C@@H]1[C@@H](C(OC)=O)[C@@H]2[C@@H](CN3[C@H](C2)C2NC4C=C(OC)C=CC=4C=2CC3)C[C@H]1OC(C1C=C(OC)C(OC)=C(OC)C=1)=O, predict the reaction product. The product is: [OH:21][C:2]1[CH:10]=[CH:9][CH:8]=[C:7]2[C:3]=1[CH2:4][N:5]([CH:12]1[CH2:17][CH2:16][C:15](=[O:18])[NH:14][C:13]1=[O:19])[C:6]2=[O:11]. (4) Given the reactants [N:1]1([C:6]2[CH:11]=[CH:10][C:9]([N:12]3[CH:21]=[C:20]4[C:14]([CH2:15][CH2:16][NH:17][CH2:18][CH2:19]4)=[N:13]3)=[CH:8][CH:7]=2)[CH2:5][CH2:4][CH2:3][CH2:2]1.[C:22]1(=O)[CH2:25][CH2:24][CH2:23]1.C(O[BH-](OC(=O)C)OC(=O)C)(=O)C.[Na+], predict the reaction product. The product is: [CH:22]1([N:17]2[CH2:18][CH2:19][C:20]3=[CH:21][N:12]([C:9]4[CH:10]=[CH:11][C:6]([N:1]5[CH2:2][CH2:3][CH2:4][CH2:5]5)=[CH:7][CH:8]=4)[N:13]=[C:14]3[CH2:15][CH2:16]2)[CH2:25][CH2:24][CH2:23]1.